Dataset: Full USPTO retrosynthesis dataset with 1.9M reactions from patents (1976-2016). Task: Predict the reactants needed to synthesize the given product. Given the product [N:12]1([C:17]2[N:22]=[C:21]([C:2]3[S:6][C:5]([NH:7][C:8](=[O:10])[CH3:9])=[N:4][C:3]=3[CH3:11])[CH:20]=[CH:19][CH:18]=2)[CH:16]=[CH:15][N:14]=[CH:13]1, predict the reactants needed to synthesize it. The reactants are: I[C:2]1[S:6][C:5]([NH:7][C:8](=[O:10])[CH3:9])=[N:4][C:3]=1[CH3:11].[N:12]1([C:17]2[N:22]=[C:21](B3OC(C)(C)C(C)(C)O3)[CH:20]=[CH:19][CH:18]=2)[CH:16]=[CH:15][N:14]=[CH:13]1.C(=O)([O-])[O-].[Na+].[Na+].